Dataset: Forward reaction prediction with 1.9M reactions from USPTO patents (1976-2016). Task: Predict the product of the given reaction. (1) Given the reactants [CH:1]1([C:4]2[CH:5]=[C:6]([NH:10][C:11]3[O:12][CH2:13][C:14]4[CH:20]=[C:19]([NH2:21])[CH:18]=[CH:17][C:15]=4[N:16]=3)[CH:7]=[CH:8][CH:9]=2)[CH2:3][CH2:2]1.[CH:22]([C:24]1[S:25][CH:26]=[CH:27][N:28]=1)=O, predict the reaction product. The product is: [CH:1]1([C:4]2[CH:5]=[C:6]([NH:10][C:11]3[O:12][CH2:13][C:14]4[CH:20]=[C:19]([NH:21][CH2:22][C:24]5[S:25][CH:26]=[CH:27][N:28]=5)[CH:18]=[CH:17][C:15]=4[N:16]=3)[CH:7]=[CH:8][CH:9]=2)[CH2:3][CH2:2]1. (2) Given the reactants [CH:1]([NH2:4])([CH3:3])[CH3:2].[CH3:5][C:6]1[C:7]([N+:16]([O-:18])=[O:17])=[C:8]([S:12](Cl)(=[O:14])=[O:13])[CH:9]=[CH:10][CH:11]=1.O, predict the reaction product. The product is: [CH3:5][C:6]1[C:7]([N+:16]([O-:18])=[O:17])=[C:8]([S:12]([NH:4][CH:1]([CH3:3])[CH3:2])(=[O:13])=[O:14])[CH:9]=[CH:10][CH:11]=1. (3) Given the reactants [CH2:1]([O:5][C:6]([C:8]1[N:9]=[CH:10][C:11]2[C:16]([C:17]=1[OH:18])=[CH:15][C:14]([O:19][CH2:20][CH2:21][CH2:22][CH3:23])=[CH:13][CH:12]=2)=[O:7])[CH2:2][CH2:3][CH3:4].P(Br)(Br)([Br:26])=O, predict the reaction product. The product is: [CH2:1]([O:5][C:6]([C:8]1[N:9]=[C:10]([Br:26])[C:11]2[C:16]([C:17]=1[OH:18])=[CH:15][C:14]([O:19][CH2:20][CH2:21][CH2:22][CH3:23])=[CH:13][CH:12]=2)=[O:7])[CH2:2][CH2:3][CH3:4]. (4) Given the reactants [CH:1]1[CH:6]=[C:5]2[N:7]=[C:8]([S:10][S:10][C:8]3[S:9][C:4]4[C:5](=[CH:6][CH:1]=[CH:2][CH:3]=4)[N:7]=3)[S:9][C:4]2=[CH:3][CH:2]=1.[Cl:21]Cl, predict the reaction product. The product is: [S:9]1[C:4]2[CH:3]=[CH:2][CH:1]=[CH:6][C:5]=2[N:7]=[C:8]1[S:10][Cl:21]. (5) Given the reactants [F:1][C:2]1[CH:7]=[CH:6][C:5]([CH:8]2[O:12]C(=O)[NH:10][CH:9]2[CH2:14][C:15]2[CH:20]=[CH:19][C:18]([F:21])=[CH:17][CH:16]=2)=[CH:4][CH:3]=1.[OH-].[Na+], predict the reaction product. The product is: [NH2:10][CH:9]([CH2:14][C:15]1[CH:16]=[CH:17][C:18]([F:21])=[CH:19][CH:20]=1)[CH:8]([C:5]1[CH:4]=[CH:3][C:2]([F:1])=[CH:7][CH:6]=1)[OH:12]. (6) The product is: [CH3:19][O:18][C:14]1[CH:13]=[C:12]([C:4]2([CH2:1][CH2:2][CH3:3])[O:9][CH2:8][CH2:7][N:6]([CH3:10])[C:5]2=[O:11])[CH:17]=[CH:16][CH:15]=1. Given the reactants [CH2:1]([C:4]1([C:12]2[CH:17]=[CH:16][CH:15]=[C:14]([O:18][CH3:19])[CH:13]=2)[O:9][CH2:8][CH2:7][N:6]([CH3:10])[C:5]1=[O:11])[CH:2]=[CH2:3], predict the reaction product.